From a dataset of Catalyst prediction with 721,799 reactions and 888 catalyst types from USPTO. Predict which catalyst facilitates the given reaction. (1) Reactant: [C:1]([O:5][C:6]([NH:8][C@@H:9]1[CH2:11][C@H:10]1[C:12]1[CH:13]=[CH:14][C:15]([F:21])=[C:16]([CH:20]=1)[C:17]([OH:19])=O)=[O:7])([CH3:4])([CH3:3])[CH3:2].[CH3:22][C:23]1[S:27][C:26]([NH2:28])=[N:25][N:24]=1.C(N(CC)CC)C.CN(C(ON1N=NC2C=CC=NC1=2)=[N+](C)C)C.F[P-](F)(F)(F)(F)F. Product: [F:21][C:15]1[CH:14]=[CH:13][C:12]([C@@H:10]2[CH2:11][C@H:9]2[NH:8][C:6](=[O:7])[O:5][C:1]([CH3:2])([CH3:3])[CH3:4])=[CH:20][C:16]=1[C:17](=[O:19])[NH:28][C:26]1[S:27][C:23]([CH3:22])=[N:24][N:25]=1. The catalyst class is: 18. (2) Reactant: [I:1][C:2]1[CH:7]=[CH:6][C:5]([C:8]2[CH:12]=[C:11]([OH:13])[N:10]([C:14]3[CH:19]=[CH:18][CH:17]=[CH:16][N:15]=3)[N:9]=2)=[CH:4][CH:3]=1.C(N(CC)CC)C.[CH:27]([Si:30](Cl)([CH:34]([CH3:36])[CH3:35])[CH:31]([CH3:33])[CH3:32])([CH3:29])[CH3:28]. Product: [I:1][C:2]1[CH:3]=[CH:4][C:5]([C:8]2[CH:12]=[C:11]([O:13][Si:30]([CH:34]([CH3:36])[CH3:35])([CH:31]([CH3:33])[CH3:32])[CH:27]([CH3:29])[CH3:28])[N:10]([C:14]3[CH:19]=[CH:18][CH:17]=[CH:16][N:15]=3)[N:9]=2)=[CH:6][CH:7]=1. The catalyst class is: 2. (3) Reactant: [Br:1][C:2]1[CH:3]=[C:4]([CH2:10][CH2:11][OH:12])[CH:5]=[CH:6][C:7]=1[O:8][CH3:9].N1C=CN=C1.[CH3:18][C:19]([Si:22](Cl)([CH3:24])[CH3:23])([CH3:21])[CH3:20].O. Product: [Br:1][C:2]1[CH:3]=[C:4]([CH2:10][CH2:11][O:12][Si:22]([C:19]([CH3:21])([CH3:20])[CH3:18])([CH3:24])[CH3:23])[CH:5]=[CH:6][C:7]=1[O:8][CH3:9]. The catalyst class is: 3. (4) Reactant: [CH:1]([C:4]1[N:8]2[C:9]([C:22]([F:25])([F:24])[F:23])=[CH:10][CH:11]=[C:12]([C:13]([NH:15][C:16]3[N:20]([CH3:21])[N:19]=[N:18][N:17]=3)=O)[C:7]2=[N:6][N:5]=1)([CH3:3])[CH3:2].COC1C=CC(P2(SP(C3C=CC(OC)=CC=3)(=S)S2)=[S:35])=CC=1.Cl. Product: [CH:1]([C:4]1[N:8]2[C:9]([C:22]([F:25])([F:24])[F:23])=[CH:10][CH:11]=[C:12]([C:13](=[S:35])[NH:15][C:16]3[N:20]([CH3:21])[N:19]=[N:18][N:17]=3)[C:7]2=[N:6][N:5]=1)([CH3:3])[CH3:2]. The catalyst class is: 11. (5) Reactant: [S:1]1[CH:5]=[CH:4][CH:3]=[C:2]1[CH2:6][NH:7][C:8]([C:10]12[CH2:19][CH:14]3[CH2:15][CH:16]([CH2:18][CH:12]([CH2:13]3)[CH2:11]1)[CH2:17]2)=[O:9].[Li][CH2:21][CH2:22][CH2:23]C. Product: [CH:22]([N:7]([CH2:6][C:2]1[S:1][CH:5]=[CH:4][CH:3]=1)[C:8]([C:10]12[CH2:19][CH:14]3[CH2:15][CH:16]([CH2:18][CH:12]([CH2:13]3)[CH2:11]1)[CH2:17]2)=[O:9])([CH3:23])[CH3:21]. The catalyst class is: 1. (6) Reactant: [C:1]([N:4](C(C)(C)C)[S:5]([C:8]1[CH:9]=[C:10]([C:18]2[CH:23]=[CH:22][CH:21]=[C:20]([S:24]([NH2:27])(=[O:26])=[O:25])[CH:19]=2)[C:11]([O:16]C)=[C:12]([CH:14]=[O:15])[CH:13]=1)(=[O:7])=[O:6])(=[O:3])[CH3:2]. Product: [C:1]([NH:4][S:5]([C:8]1[CH:9]=[C:10]([C:18]2[CH:23]=[CH:22][CH:21]=[C:20]([S:24]([NH2:27])(=[O:26])=[O:25])[CH:19]=2)[C:11]([OH:16])=[C:12]([CH:14]=[O:15])[CH:13]=1)(=[O:7])=[O:6])(=[O:3])[CH3:2]. The catalyst class is: 4. (7) Reactant: [CH3:1][O:2][C:3](=[O:34])[N:4]=[C:5]([S:32][CH3:33])[C:6]([C:20]1[CH:25]=[C:24]([O:26][CH3:27])[C:23]([O:28][CH3:29])=[C:22]([CH2:30]O)[CH:21]=1)=[N:7][C:8]1[CH:13]=[CH:12][C:11]([C:14]2[N:18]=[C:17]([CH3:19])[O:16][N:15]=2)=[CH:10][CH:9]=1.C1(P(C2C=CC=CC=2)C2C=CC=CC=2)C=CC=CC=1.CC(C)(O)[C:56]#[N:57].N(C(OC(C)C)=O)=NC(OC(C)C)=O.CC(OC(/N=N/C(OC(C)C)=O)=O)C. Product: [CH3:1][O:2][C:3](=[O:34])[N:4]=[C:5]([S:32][CH3:33])[C:6]([C:20]1[CH:25]=[C:24]([O:26][CH3:27])[C:23]([O:28][CH3:29])=[C:22]([CH2:30][C:56]#[N:57])[CH:21]=1)=[N:7][C:8]1[CH:9]=[CH:10][C:11]([C:14]2[N:18]=[C:17]([CH3:19])[O:16][N:15]=2)=[CH:12][CH:13]=1. The catalyst class is: 1. (8) Reactant: [CH2:1]([NH:3][C:4]1[CH:13]=[CH:12][C:11]2[C:10]([CH3:15])([CH3:14])[CH2:9][CH:8]=[C:7]([CH2:16][CH3:17])[C:6]=2[CH:5]=1)[CH3:2].F[C:19]1[CH:27]=[CH:26][C:22]([C:23]([OH:25])=[O:24])=[CH:21][N:20]=1.CCOCC. Product: [CH2:1]([N:3]([C:4]1[CH:13]=[CH:12][C:11]2[C:10]([CH3:15])([CH3:14])[CH2:9][CH:8]=[C:7]([CH2:16][CH3:17])[C:6]=2[CH:5]=1)[C:19]1[CH:27]=[CH:26][C:22]([C:23]([OH:25])=[O:24])=[CH:21][N:20]=1)[CH3:2]. The catalyst class is: 11. (9) Reactant: [H-].[Na+].[Cl:3][C:4]1[N:9]=[C:8]([C:10]2[C:18]3[C:13](=[CH:14][CH:15]=[CH:16][CH:17]=3)[NH:12][CH:11]=2)[CH:7]=[CH:6][N:5]=1.I[CH3:20]. Product: [Cl:3][C:4]1[N:9]=[C:8]([C:10]2[C:18]3[C:13](=[CH:14][CH:15]=[CH:16][CH:17]=3)[N:12]([CH3:20])[CH:11]=2)[CH:7]=[CH:6][N:5]=1. The catalyst class is: 3.